The task is: Regression. Given a peptide amino acid sequence and an MHC pseudo amino acid sequence, predict their binding affinity value. This is MHC class I binding data.. This data is from Peptide-MHC class I binding affinity with 185,985 pairs from IEDB/IMGT. (1) The peptide sequence is LLLDDEAGPL. The MHC is Patr-A0701 with pseudo-sequence Patr-A0701. The binding affinity (normalized) is 0.0227. (2) The MHC is HLA-A31:01 with pseudo-sequence HLA-A31:01. The binding affinity (normalized) is 0.365. The peptide sequence is FSLESDSIK. (3) The peptide sequence is DYKECEWPL. The MHC is HLA-B57:01 with pseudo-sequence HLA-B57:01. The binding affinity (normalized) is 0.0847. (4) The peptide sequence is DQLVFNSISA. The MHC is HLA-A02:06 with pseudo-sequence HLA-A02:06. The binding affinity (normalized) is 0.387. (5) The binding affinity (normalized) is 0.0847. The MHC is HLA-A24:02 with pseudo-sequence HLA-A24:02. The peptide sequence is YRYTYRCHR. (6) The peptide sequence is KIGKEAIVI. The MHC is HLA-A68:02 with pseudo-sequence HLA-A68:02. The binding affinity (normalized) is 0.